From a dataset of NCI-60 drug combinations with 297,098 pairs across 59 cell lines. Regression. Given two drug SMILES strings and cell line genomic features, predict the synergy score measuring deviation from expected non-interaction effect. (1) Drug 1: C1=C(C(=O)NC(=O)N1)F. Drug 2: COCCOC1=C(C=C2C(=C1)C(=NC=N2)NC3=CC=CC(=C3)C#C)OCCOC.Cl. Cell line: SK-MEL-5. Synergy scores: CSS=36.6, Synergy_ZIP=-12.0, Synergy_Bliss=-15.5, Synergy_Loewe=-12.8, Synergy_HSA=-12.7. (2) Drug 1: CN(C)N=NC1=C(NC=N1)C(=O)N. Drug 2: CCC1(CC2CC(C3=C(CCN(C2)C1)C4=CC=CC=C4N3)(C5=C(C=C6C(=C5)C78CCN9C7C(C=CC9)(C(C(C8N6C)(C(=O)OC)O)OC(=O)C)CC)OC)C(=O)OC)O.OS(=O)(=O)O. Cell line: OVCAR3. Synergy scores: CSS=47.8, Synergy_ZIP=-3.41, Synergy_Bliss=-9.34, Synergy_Loewe=-51.8, Synergy_HSA=-8.17.